Dataset: Peptide-MHC class II binding affinity with 134,281 pairs from IEDB. Task: Regression. Given a peptide amino acid sequence and an MHC pseudo amino acid sequence, predict their binding affinity value. This is MHC class II binding data. (1) The peptide sequence is VADAYITLVTLPKSS. The MHC is HLA-DPA10103-DPB10401 with pseudo-sequence HLA-DPA10103-DPB10401. The binding affinity (normalized) is 0.277. (2) The peptide sequence is GELQIVDKEDAAFKI. The MHC is DRB1_0101 with pseudo-sequence DRB1_0101. The binding affinity (normalized) is 0.470. (3) The peptide sequence is WHTTKGAALMSGEGRL. The MHC is DRB4_0101 with pseudo-sequence DRB4_0103. The binding affinity (normalized) is 0.0524. (4) The peptide sequence is YDKFWANVSTVLTGK. The MHC is DRB1_0802 with pseudo-sequence DRB1_0802. The binding affinity (normalized) is 0.496. (5) The MHC is DRB1_0404 with pseudo-sequence DRB1_0404. The peptide sequence is AAVDKDAVIVAAAGN. The binding affinity (normalized) is 0.675.